This data is from Peptide-MHC class II binding affinity with 134,281 pairs from IEDB. The task is: Regression. Given a peptide amino acid sequence and an MHC pseudo amino acid sequence, predict their binding affinity value. This is MHC class II binding data. The peptide sequence is VVNKIRGTFKSVAVKAPGFG. The MHC is DRB1_0301 with pseudo-sequence DRB1_0301. The binding affinity (normalized) is 0.213.